This data is from Reaction yield outcomes from USPTO patents with 853,638 reactions. The task is: Predict the reaction yield, written as a fraction of the theoretical maximum amount of product (1.0 means a 100% yield; for example, 0.34 means a 34% yield). The reactants are [NH2:1][C:2]1[CH:10]=[CH:9][CH:8]=[C:7]2[C:3]=1[CH2:4][N:5]([C:12]1[CH:20]=[C:19]3[C:15]([CH:16]=[CH:17][N:18]3[CH3:21])=[CH:14][CH:13]=1)[C:6]2=[O:11].C(N(CC)CC)C.[C:29](Cl)(=[O:31])[CH3:30]. The catalyst is O1CCCC1. The product is [CH3:21][N:18]1[C:19]2[C:15](=[CH:14][CH:13]=[C:12]([N:5]3[CH2:4][C:3]4[C:7](=[CH:8][CH:9]=[CH:10][C:2]=4[NH:1][C:29](=[O:31])[CH3:30])[C:6]3=[O:11])[CH:20]=2)[CH:16]=[CH:17]1. The yield is 0.280.